From a dataset of Full USPTO retrosynthesis dataset with 1.9M reactions from patents (1976-2016). Predict the reactants needed to synthesize the given product. (1) The reactants are: [S:1]1[CH:5]=[CH:4][C:3]2[C:6]([N:10]3[CH2:15][CH2:14][N:13]([CH2:16][CH2:17][CH2:18][CH2:19][O:20][C:21]4[CH:30]=[C:29]5[C:24]([CH:25]=[CH:26][C:27](=[O:31])[NH:28]5)=[CH:23][CH:22]=4)[CH2:12][CH2:11]3)=[CH:7][CH:8]=[CH:9][C:2]1=2.C(N(CC)CC)C.[C:39](Cl)(=[O:41])[CH3:40]. Given the product [C:39]([O:31][C:27]1[CH:26]=[CH:25][C:24]2[C:29](=[CH:30][C:21]([O:20][CH2:19][CH2:18][CH2:17][CH2:16][N:13]3[CH2:12][CH2:11][N:10]([C:6]4[C:3]5[CH:4]=[CH:5][S:1][C:2]=5[CH:9]=[CH:8][CH:7]=4)[CH2:15][CH2:14]3)=[CH:22][CH:23]=2)[N:28]=1)(=[O:41])[CH3:40], predict the reactants needed to synthesize it. (2) Given the product [CH3:1][N:2]1[C:8](=[O:9])[N:7]([CH3:10])[C:5](=[O:6])[C:4]2[N:11]([CH2:14][CH2:15][N:16]3[CH2:21][CH2:20][N:19]([C:22]4[C:27]([Cl:28])=[CH:26][CH:25]=[CH:24][CH:23]=4)[CH2:18][CH2:17]3)[CH:12]=[N:13][C:3]1=2.[CH3:29][CH2:30][O:31][C:32]1[CH:33]=[C:34]([CH2:41][C:42]([NH:44][C@H:45]([C:50]2[CH:51]=[CH:52][CH:53]=[CH:54][C:55]=2[N:56]2[CH2:61][CH2:60][CH2:59][CH2:58][CH2:57]2)[CH2:46][CH:47]([CH3:49])[CH3:48])=[O:43])[CH:35]=[CH:36][C:37]=1[C:38]([OH:40])=[O:39], predict the reactants needed to synthesize it. The reactants are: [CH3:1][N:2]1[C:8](=[O:9])[N:7]([CH3:10])[C:5](=[O:6])[C:4]2[N:11]([CH2:14][CH2:15][N:16]3[CH2:21][CH2:20][N:19]([C:22]4[C:27]([Cl:28])=[CH:26][CH:25]=[CH:24][CH:23]=4)[CH2:18][CH2:17]3)[CH:12]=[N:13][C:3]1=2.[CH3:29][CH2:30][O:31][C:32]1[CH:33]=[C:34]([CH2:41][C:42]([NH:44][C@H:45]([C:50]2[CH:51]=[CH:52][CH:53]=[CH:54][C:55]=2[N:56]2[CH2:61][CH2:60][CH2:59][CH2:58][CH2:57]2)[CH2:46][CH:47]([CH3:49])[CH3:48])=[O:43])[CH:35]=[CH:36][C:37]=1[C:38]([OH:40])=[O:39].